Dataset: Catalyst prediction with 721,799 reactions and 888 catalyst types from USPTO. Task: Predict which catalyst facilitates the given reaction. (1) Reactant: [OH:1][CH2:2][C:3]12[CH2:12][CH:7]3[CH2:8][CH:9]([CH2:11][C:5]([NH:13][C:14](=[O:20])[O:15][C:16]([CH3:19])([CH3:18])[CH3:17])([CH2:6]3)[CH2:4]1)[CH2:10]2.C1C=C[NH+]=CC=1.[O-][Cr](Cl)(=O)=O. The catalyst class is: 2. Product: [C:16]([O:15][C:14](=[O:20])[NH:13][C:5]12[CH2:11][CH:9]3[CH2:8][CH:7]([CH2:12][C:3]([CH:2]=[O:1])([CH2:10]3)[CH2:4]1)[CH2:6]2)([CH3:19])([CH3:17])[CH3:18]. (2) Reactant: [C-:1]#[N:2].[Na+].[CH2:4]([C:6]1[CH:13]=[C:12]([CH3:14])[CH:11]=[C:10]([CH2:15][CH3:16])[C:7]=1[CH2:8]Cl)[CH3:5]. Product: [CH2:4]([C:6]1[CH:13]=[C:12]([CH3:14])[CH:11]=[C:10]([CH2:15][CH3:16])[C:7]=1[CH2:8][C:1]#[N:2])[CH3:5]. The catalyst class is: 192. (3) Reactant: [C:1]([O:5][C:6](=[O:21])[NH:7][C@@H:8]([C:15]1[CH:20]=[CH:19][CH:18]=[CH:17][CH:16]=1)[C:9](N(OC)C)=[O:10])([CH3:4])([CH3:3])[CH3:2].[CH3:22][Mg+].[Br-]. Product: [C:1]([O:5][C:6](=[O:21])[NH:7][C@@H:8]([C:15]1[CH:16]=[CH:17][CH:18]=[CH:19][CH:20]=1)[C:9](=[O:10])[CH3:22])([CH3:2])([CH3:3])[CH3:4]. The catalyst class is: 1.